From a dataset of Reaction yield outcomes from USPTO patents with 853,638 reactions. Predict the reaction yield, written as a fraction of the theoretical maximum amount of product (1.0 means a 100% yield; for example, 0.34 means a 34% yield). (1) The reactants are [CH2:1]([NH:3][C:4]1[CH:9]=[CH:8][CH:7]=[CH:6][CH:5]=1)[CH3:2].[CH:10]([C:12]1[N:13]=[CH:14][NH:15][CH:16]=1)=O.C(O[BH-](OC(=O)C)OC(=O)C)(=O)C.[Na+].C(=O)(O)[O-].[Na+]. The catalyst is ClCCCl.C(O)(=O)C.C(OCC)(=O)C. The product is [CH2:1]([N:3]([CH2:10][C:12]1[NH:13][CH:14]=[N:15][CH:16]=1)[C:4]1[CH:9]=[CH:8][CH:7]=[CH:6][CH:5]=1)[CH3:2]. The yield is 0.510. (2) The product is [OH:4][CH:5]([CH3:24])[C:6]([NH:8][CH2:9][CH2:10][CH:11]1[C:22]2[C:21]3[O:20][C:19]([CH3:23])=[N:18][C:17]=3[CH:16]=[CH:15][C:14]=2[CH2:13][CH2:12]1)=[O:7]. The yield is 0.860. The reactants are C([O:4][CH:5]([CH3:24])[C:6]([NH:8][CH2:9][CH2:10][CH:11]1[C:22]2[C:21]3[O:20][C:19]([CH3:23])=[N:18][C:17]=3[CH:16]=[CH:15][C:14]=2[CH2:13][CH2:12]1)=[O:7])(=O)C.[OH-].[Na+]. The catalyst is O1CCCC1.